The task is: Predict the product of the given reaction.. This data is from Forward reaction prediction with 1.9M reactions from USPTO patents (1976-2016). (1) Given the reactants C([O:3][C:4]([C:6]1[C:7]([C:12]2[CH:17]=[CH:16][N:15]=[CH:14][N:13]=2)=[N:8][O:9][C:10]=1[CH3:11])=[O:5])C.COC(C1C=NC(OCC2C(C3C=CC(Cl)=CC=3)=NOC=2)=CN=1)=O, predict the reaction product. The product is: [CH3:11][C:10]1[O:9][N:8]=[C:7]([C:12]2[CH:17]=[CH:16][N:15]=[CH:14][N:13]=2)[C:6]=1[C:4]([OH:5])=[O:3]. (2) Given the reactants [C:1]1([CH3:34])[CH:6]=[CH:5][C:4]([C:7]2[N:8]=[C:9]([NH:12][C:13](=[O:33])[CH2:14][C@H:15]3[CH2:20][CH2:19][C@@H:18]([NH:21][CH2:22][C:23]([OH:32])([C:28]([F:31])([F:30])[F:29])[C:24]([F:27])([F:26])[F:25])[CH2:17][CH2:16]3)[S:10][CH:11]=2)=[CH:3][CH:2]=1.CCN(C(C)C)C(C)C.Cl[C:45](Cl)([O:47]C(=O)OC(Cl)(Cl)Cl)Cl, predict the reaction product. The product is: [O:47]=[C:45]1[N:21]([C@@H:18]2[CH2:17][CH2:16][C@H:15]([CH2:14][C:13]([NH:12][C:9]3[S:10][CH:11]=[C:7]([C:4]4[CH:5]=[CH:6][C:1]([CH3:34])=[CH:2][CH:3]=4)[N:8]=3)=[O:33])[CH2:20][CH2:19]2)[CH2:22][C:23]([C:24]([F:25])([F:27])[F:26])([C:28]([F:29])([F:30])[F:31])[O:32]1. (3) Given the reactants [O:1]([CH3:3])[K].CO.C1(C)C=CC=CC=1.F[C:14]1[CH:19]=[C:18]([C:20]2[C:28]3[C:23](=[CH:24][CH:25]=[C:26]([N+:29]([O-:31])=[O:30])[CH:27]=3)[N:22]([C:32]([C:45]3[CH:50]=[CH:49][CH:48]=[CH:47][CH:46]=3)([C:39]3[CH:44]=[CH:43][CH:42]=[CH:41][CH:40]=3)[C:33]3[CH:38]=[CH:37][CH:36]=[CH:35][CH:34]=3)[N:21]=2)[CH:17]=[CH:16][N:15]=1, predict the reaction product. The product is: [CH3:3][O:1][C:14]1[CH:19]=[C:18]([C:20]2[C:28]3[C:23](=[CH:24][CH:25]=[C:26]([N+:29]([O-:31])=[O:30])[CH:27]=3)[N:22]([C:32]([C:45]3[CH:50]=[CH:49][CH:48]=[CH:47][CH:46]=3)([C:39]3[CH:44]=[CH:43][CH:42]=[CH:41][CH:40]=3)[C:33]3[CH:38]=[CH:37][CH:36]=[CH:35][CH:34]=3)[N:21]=2)[CH:17]=[CH:16][N:15]=1. (4) Given the reactants [OH:1][C@@:2]1([C:9]#[C:10][C:11]2[CH:12]=[C:13]([N:17]3[C:25]4[CH2:24][CH2:23][N:22]([C:26]5[N:31]=[CH:30][CH:29]=[CH:28][N:27]=5)[CH2:21][C:20]=4[C:19]([C:32]([O:34]CC)=O)=[N:18]3)[CH:14]=[CH:15][CH:16]=2)[CH2:6][CH2:5][N:4]([CH3:7])[C:3]1=[O:8].[NH3:37], predict the reaction product. The product is: [OH:1][C@@:2]1([C:9]#[C:10][C:11]2[CH:12]=[C:13]([N:17]3[C:25]4[CH2:24][CH2:23][N:22]([C:26]5[N:31]=[CH:30][CH:29]=[CH:28][N:27]=5)[CH2:21][C:20]=4[C:19]([C:32]([NH2:37])=[O:34])=[N:18]3)[CH:14]=[CH:15][CH:16]=2)[CH2:6][CH2:5][N:4]([CH3:7])[C:3]1=[O:8].